This data is from Forward reaction prediction with 1.9M reactions from USPTO patents (1976-2016). The task is: Predict the product of the given reaction. Given the reactants C(O[C:4]([C:6]1[N:7]=[N:8][C:9]([O:12][CH2:13][C:14]2[C:15]([C:20]3[CH:25]=[CH:24][N:23]=[CH:22][CH:21]=3)=[N:16][O:17][C:18]=2[CH3:19])=[CH:10][CH:11]=1)=[O:5])C.C(O[C:29]([C:31]1[N:32]=NC(OC[C:36]2[C:31]([C:29]3C=CC=C(F)C=3)=[N:32]OC=2C)=C[CH:36]=1)=O)C.C(N)(C)C, predict the reaction product. The product is: [CH:31]([NH:32][C:4]([C:6]1[N:7]=[N:8][C:9]([O:12][CH2:13][C:14]2[C:15]([C:20]3[CH:21]=[CH:22][N:23]=[CH:24][CH:25]=3)=[N:16][O:17][C:18]=2[CH3:19])=[CH:10][CH:11]=1)=[O:5])([CH3:36])[CH3:29].